Dataset: Full USPTO retrosynthesis dataset with 1.9M reactions from patents (1976-2016). Task: Predict the reactants needed to synthesize the given product. (1) Given the product [CH:19]1([CH2:18][CH2:17][C@H:13]([NH:12][C:1](=[O:10])[C:2]2[CH:7]=[CH:6][CH:5]=[C:4]([O:8][CH3:9])[CH:3]=2)[C:14](=[O:16])[NH:28][CH2:27][CH2:25][N:35]2[C:36]3[C:32](=[CH:31][C:30]([F:29])=[CH:38][CH:37]=3)[CH2:33][CH2:34]2)[CH2:24][CH2:23][CH2:22][CH2:21][CH2:20]1, predict the reactants needed to synthesize it. The reactants are: [C:1](Cl)(=[O:10])[C:2]1[CH:7]=[CH:6][CH:5]=[C:4]([O:8][CH3:9])[CH:3]=1.[NH2:12][C@@H:13]([CH2:17][CH2:18][CH:19]1[CH2:24][CH2:23][CH2:22][CH2:21][CH2:20]1)[C:14]([OH:16])=O.[CH2:25]([CH2:27][NH2:28])O.[F:29][C:30]1[CH:31]=[C:32]2[C:36](=[CH:37][CH:38]=1)[NH:35][CH2:34][CH2:33]2. (2) Given the product [F:51][C:46]1[CH:45]=[C:44]([CH:49]=[C:48]([F:50])[CH:47]=1)[CH2:43][C@H:25]([NH:24][C:20]([C:4]1[C:5]2[CH2:6][CH2:7][N:8]([CH:13]([CH2:17][CH2:18][CH3:19])[CH2:14][CH2:15][CH3:16])[C:9](=[O:12])[C:10]=2[CH:11]=[C:2]([Cl:1])[CH:3]=1)=[O:21])[C@H:26]([OH:42])[CH2:27][NH:28][C:29]1([C:32]2[CH:37]=[CH:36][CH:35]=[C:34]([C:38]([F:39])([F:40])[F:41])[CH:33]=2)[CH2:31][CH2:30]1, predict the reactants needed to synthesize it. The reactants are: [Cl:1][C:2]1[CH:3]=[C:4]([C:20](O)=[O:21])[C:5]2[CH2:6][CH2:7][N:8]([CH:13]([CH2:17][CH2:18][CH3:19])[CH2:14][CH2:15][CH3:16])[C:9](=[O:12])[C:10]=2[CH:11]=1.Cl.[NH2:24][C@@H:25]([CH2:43][C:44]1[CH:49]=[C:48]([F:50])[CH:47]=[C:46]([F:51])[CH:45]=1)[C@H:26]([OH:42])[CH2:27][NH:28][C:29]1([C:32]2[CH:37]=[CH:36][CH:35]=[C:34]([C:38]([F:41])([F:40])[F:39])[CH:33]=2)[CH2:31][CH2:30]1.ON1C2N=CC=CC=2N=N1.Cl.CN(C)CCCN=C=NCC. (3) Given the product [C@H:1]1([NH:10][C:11]2[CH:20]=[CH:19][C:18]3[C:13](=[CH:14][CH:15]=[C:16]([NH:21][S:22]([NH:25][C:26](=[O:27])[O:28][C:29]([CH3:31])([CH3:30])[CH3:32])(=[O:23])=[O:24])[CH:17]=3)[N:12]=2)[C:9]2[C:4](=[CH:5][CH:6]=[CH:7][CH:8]=2)[CH2:3][CH2:2]1, predict the reactants needed to synthesize it. The reactants are: [C@H:1]1([NH:10][C:11]2[CH:20]=[CH:19][C:18]3[C:13](=[CH:14][CH:15]=[C:16]([NH2:21])[CH:17]=3)[N:12]=2)[C:9]2[C:4](=[CH:5][CH:6]=[CH:7][CH:8]=2)[CH2:3][CH2:2]1.[S:22](N)([NH:25][C:26]([O:28][C:29]([CH3:32])([CH3:31])[CH3:30])=[O:27])(=[O:24])=[O:23].CN([N+]1C=CC=CC=1)C.C(N(CC)CC)C. (4) Given the product [CH3:1][O:2][C:3]1[CH:30]=[CH:29][C:6]([CH2:7][N:8]2[N:12]=[N:11][C:10]([CH2:13][C@H:14]3[CH2:19][CH2:18][C@H:17]([OH:20])[CH2:16][CH2:15]3)=[N:9]2)=[CH:5][CH:4]=1, predict the reactants needed to synthesize it. The reactants are: [CH3:1][O:2][C:3]1[CH:30]=[CH:29][C:6]([CH2:7][N:8]2[N:12]=[N:11][C:10]([CH2:13][C@H:14]3[CH2:19][CH2:18][C@H:17]([O:20]C(=O)C4C=CC=CC=4)[CH2:16][CH2:15]3)=[N:9]2)=[CH:5][CH:4]=1.C[O-].[Na+]. (5) Given the product [CH2:10]([NH:17][C:18](=[O:19])[O:9][CH:1]1[CH2:8][CH2:7][CH2:6][CH2:5][CH2:4][CH:3]=[CH:2]1)[C:11]1[CH:16]=[CH:15][CH:14]=[CH:13][CH:12]=1, predict the reactants needed to synthesize it. The reactants are: [CH:1]1([OH:9])[CH2:8][CH2:7][CH2:6][CH2:5][CH2:4][CH:3]=[CH:2]1.[CH2:10]([N:17]=[C:18]=[O:19])[C:11]1[CH:16]=[CH:15][CH:14]=[CH:13][CH:12]=1.C(N(CC)CC)C.[Al]. (6) Given the product [Cl:1][C:2]1[CH:3]=[C:4]([C:12]2[O:16][N:15]=[C:14]([C:17]3[C:27]4[CH2:26][CH2:25][N:24]([CH2:35][CH2:36][C:37]([O:39][C:40]([CH3:43])([CH3:42])[CH3:41])=[O:38])[CH2:23][CH2:22][C:21]=4[CH:20]=[CH:19][CH:18]=3)[N:13]=2)[CH:5]=[CH:6][C:7]=1[O:8][CH:9]([CH3:10])[CH3:11], predict the reactants needed to synthesize it. The reactants are: [Cl:1][C:2]1[CH:3]=[C:4]([C:12]2[O:16][N:15]=[C:14]([C:17]3[C:27]4[CH2:26][CH2:25][NH:24][CH2:23][CH2:22][C:21]=4[CH:20]=[CH:19][CH:18]=3)[N:13]=2)[CH:5]=[CH:6][C:7]=1[O:8][CH:9]([CH3:11])[CH3:10].C(=O)([O-])[O-].[K+].[K+].Br[CH2:35][CH2:36][C:37]([O:39][C:40]([CH3:43])([CH3:42])[CH3:41])=[O:38]. (7) Given the product [NH2:41][C:36]1[CH:37]=[CH:38][CH:39]=[CH:40][C:35]=1[NH:34][C:32]([C:31]1[CH:42]=[CH:43][C:28]([CH2:27][NH:26][C:23]([C:19]2[C:20]3[C:15](=[CH:14][C:13]([O:12][C:6]4[C:5]5[C:10](=[CH:11][C:2]([Cl:1])=[CH:3][CH:4]=5)[N:9]=[CH:8][CH:7]=4)=[CH:22][CH:21]=3)[CH:16]=[CH:17][CH:18]=2)=[O:25])=[CH:29][CH:30]=1)=[O:33], predict the reactants needed to synthesize it. The reactants are: [Cl:1][C:2]1[CH:11]=[C:10]2[C:5]([C:6]([O:12][C:13]3[CH:14]=[C:15]4[C:20](=[CH:21][CH:22]=3)[C:19]([C:23]([OH:25])=O)=[CH:18][CH:17]=[CH:16]4)=[CH:7][CH:8]=[N:9]2)=[CH:4][CH:3]=1.[NH2:26][CH2:27][C:28]1[CH:43]=[CH:42][C:31]([C:32]([NH:34][C:35]2[CH:40]=[CH:39][CH:38]=[CH:37][C:36]=2[NH2:41])=[O:33])=[CH:30][CH:29]=1. (8) Given the product [CH3:1][C:2]1[CH:7]=[C:6]([CH3:8])[CH:5]=[C:4]([CH3:9])[C:3]=1[S:10]([C:12]1[N:16]=[CH:15][N:14]([C:19](=[O:20])[N:18]([CH3:22])[CH3:17])[N:13]=1)=[O:11], predict the reactants needed to synthesize it. The reactants are: [CH3:1][C:2]1[CH:7]=[C:6]([CH3:8])[CH:5]=[C:4]([CH3:9])[C:3]=1[S:10]([C:12]1[N:16]=[CH:15][NH:14][N:13]=1)=[O:11].[CH3:17][N:18]([CH3:22])[C:19](Cl)=[O:20].